Dataset: Forward reaction prediction with 1.9M reactions from USPTO patents (1976-2016). Task: Predict the product of the given reaction. (1) Given the reactants Br[CH2:2][C:3]1[CH:8]=[CH:7][C:6]([C:9]2[O:10][C:11]3[C:17]([C:18]([O:20][CH3:21])=[O:19])=[CH:16][C:15]([F:22])=[CH:14][C:12]=3[N:13]=2)=[CH:5][CH:4]=1.[CH3:23][O:24][NH2:25], predict the reaction product. The product is: [F:22][C:15]1[CH:16]=[C:17]([C:18]([O:20][CH3:21])=[O:19])[C:11]2[O:10][C:9]([C:6]3[CH:7]=[CH:8][C:3]([CH2:2][NH:25][O:24][CH3:23])=[CH:4][CH:5]=3)=[N:13][C:12]=2[CH:14]=1. (2) Given the reactants [BH4-].[Na+].[NH2:3][C:4]1[N:9]=[CH:8][N:7]=[C:6]2[N:10]([C:26]3[CH:33]=[CH:32][C:29]([CH:30]=[O:31])=[CH:28][CH:27]=3)[N:11]=[C:12]([C:13]3[CH:18]=[CH:17][C:16]([O:19][C:20]4[CH:25]=[CH:24][CH:23]=[CH:22][CH:21]=4)=[CH:15][CH:14]=3)[C:5]=12.C1COCC1, predict the reaction product. The product is: [NH2:3][C:4]1[N:9]=[CH:8][N:7]=[C:6]2[N:10]([C:26]3[CH:27]=[CH:28][C:29]([CH2:30][OH:31])=[CH:32][CH:33]=3)[N:11]=[C:12]([C:13]3[CH:14]=[CH:15][C:16]([O:19][C:20]4[CH:25]=[CH:24][CH:23]=[CH:22][CH:21]=4)=[CH:17][CH:18]=3)[C:5]=12. (3) Given the reactants Cl.[Cl:2][C:3]1[C:11]2[C:6](=[CH:7][C:8]([C:12]([NH:14][C@H:15]([C:25]3[CH:30]=[CH:29][CH:28]=[CH:27][CH:26]=3)[CH2:16][O:17][CH2:18][CH:19]3[CH2:24][CH2:23][NH:22][CH2:21][CH2:20]3)=[O:13])=[CH:9][CH:10]=2)[NH:5][CH:4]=1.[C:31]1(=O)[CH2:35][CH2:34][CH2:33][CH2:32]1, predict the reaction product. The product is: [Cl:2][C:3]1[C:11]2[C:6](=[CH:7][C:8]([C:12]([NH:14][C@H:15]([C:25]3[CH:30]=[CH:29][CH:28]=[CH:27][CH:26]=3)[CH2:16][O:17][CH2:18][CH:19]3[CH2:20][CH2:21][N:22]([CH:31]4[CH2:35][CH2:34][CH2:33][CH2:32]4)[CH2:23][CH2:24]3)=[O:13])=[CH:9][CH:10]=2)[NH:5][CH:4]=1.